From a dataset of Full USPTO retrosynthesis dataset with 1.9M reactions from patents (1976-2016). Predict the reactants needed to synthesize the given product. (1) Given the product [CH2:15]([S:1][C:2]1[N:7]=[CH:6][CH:5]=[CH:4][N:3]=1)[CH:14]=[CH2:13], predict the reactants needed to synthesize it. The reactants are: [SH:1][C:2]1[N:7]=[CH:6][CH:5]=[CH:4][N:3]=1.C(O[K])C.Cl[CH2:13][CH:14]=[CH2:15]. (2) Given the product [OH:12][C@@H:11]1[C@@H:10]([CH2:9][OH:8])[O:16][CH2:15][C@H:14]([N:17]2[CH:22]=[C:21]([I:23])[C:20](=[O:24])[NH:19][C:18]2=[O:25])[CH2:13]1, predict the reactants needed to synthesize it. The reactants are: C1(C2[O:12][C@H:11]3[CH2:13][C@@H:14]([N:17]4[CH:22]=[C:21]([I:23])[C:20](=[O:24])[NH:19][C:18]4=[O:25])[CH2:15][O:16][C@@H:10]3[CH2:9][O:8]2)C=CC=CC=1.Cl. (3) Given the product [Cl:34][C:33]1[CH:32]=[C:31]2[C:27]([C:28]([NH:43][C:44](=[O:48])[CH2:45][CH2:46][CH3:47])=[N:29][N:30]2[CH2:35][O:36][CH2:37][CH2:38][Si:39]([CH3:42])([CH3:40])[CH3:41])=[CH:26][C:25]=1[C:12]1[CH:13]=[CH:14][C:9]([O:8][CH2:1][C:2]2[CH:7]=[CH:6][CH:5]=[CH:4][CH:3]=2)=[CH:10][CH:11]=1, predict the reactants needed to synthesize it. The reactants are: [CH2:1]([O:8][C:9]1[CH:14]=[CH:13][C:12](B(O)O)=[CH:11][CH:10]=1)[C:2]1[CH:7]=[CH:6][CH:5]=[CH:4][CH:3]=1.C(=O)([O-])[O-].[Na+].[Na+].Br[C:25]1[CH:26]=[C:27]2[C:31](=[CH:32][C:33]=1[Cl:34])[N:30]([CH2:35][O:36][CH2:37][CH2:38][Si:39]([CH3:42])([CH3:41])[CH3:40])[N:29]=[C:28]2[NH:43][C:44](=[O:48])[CH2:45][CH2:46][CH3:47].C(OCC)(=O)C.